This data is from Reaction yield outcomes from USPTO patents with 853,638 reactions. The task is: Predict the reaction yield, written as a fraction of the theoretical maximum amount of product (1.0 means a 100% yield; for example, 0.34 means a 34% yield). (1) The reactants are [Br:1][C:2]1[N:6]2[CH2:7][CH2:8][NH:9][CH2:10][C:5]2=[N:4][N:3]=1.[C:11]([O-])([O-])=O.[K+].[K+].S(OC)(OC)(=O)=O. The catalyst is C1COCC1. The product is [Br:1][C:2]1[N:6]2[CH2:7][CH2:8][N:9]([CH3:11])[CH2:10][C:5]2=[N:4][N:3]=1. The yield is 0.530. (2) The reactants are C[Si]([N-][Si](C)(C)C)(C)C.[Na+].[CH3:11][O:12][C:13]1[CH:18]=[CH:17][C:16]([C@H:19]([N:21]2[CH:29]([CH3:30])[C:28]3[C:23](=[CH:24][C:25]([C:31]4[CH:32]=[N:33][N:34]([CH:36]5[CH2:41][CH2:40][CH2:39][CH2:38][O:37]5)[CH:35]=4)=[CH:26][CH:27]=3)[C:22]2=[O:42])[CH3:20])=[CH:15][CH:14]=1.Cl[C:44]1[C:49]([F:50])=[C:48]([Cl:51])[N:47]=[CH:46][N:45]=1. The catalyst is O1CCCC1.C(OCC)(=O)C.O. The product is [Cl:51][C:48]1[N:47]=[CH:46][N:45]=[C:44]([C:29]2([CH3:30])[C:28]3[C:23](=[CH:24][C:25]([C:31]4[CH:32]=[N:33][N:34]([CH:36]5[CH2:41][CH2:40][CH2:39][CH2:38][O:37]5)[CH:35]=4)=[CH:26][CH:27]=3)[C:22](=[O:42])[N:21]2[C@@H:19]([C:16]2[CH:15]=[CH:14][C:13]([O:12][CH3:11])=[CH:18][CH:17]=2)[CH3:20])[C:49]=1[F:50]. The yield is 1.03. (3) The reactants are [CH2:1]([O:3][C:4]([CH:6]1[NH:11][CH2:10][CH2:9][N:8]([C:12]([O:14][C:15]([CH3:18])([CH3:17])[CH3:16])=[O:13])[CH2:7]1)=[O:5])[CH3:2].[CH2:19]([O:23][C:24]1[CH:29]=[CH:28][C:27]([S:30](Cl)(=[O:32])=[O:31])=[CH:26][CH:25]=1)[C:20]#[C:21][CH3:22]. No catalyst specified. The product is [CH2:1]([O:3][C:4]([CH:6]1[N:11]([S:30]([C:27]2[CH:26]=[CH:25][C:24]([O:23][CH2:19][C:20]#[C:21][CH3:22])=[CH:29][CH:28]=2)(=[O:32])=[O:31])[CH2:10][CH2:9][N:8]([C:12]([O:14][C:15]([CH3:17])([CH3:16])[CH3:18])=[O:13])[CH2:7]1)=[O:5])[CH3:2]. The yield is 0.720. (4) The reactants are CC(OC([N:8]1[CH2:13][CH2:12][CH:11]([CH2:14][C:15]2[CH:16]=[C:17]([CH:21]=[CH:22][CH:23]=2)[C:18]([OH:20])=O)[CH2:10][CH2:9]1)=O)(C)C.[NH2:24][CH2:25][C:26]1[S:30][C:29]([C:31]2[CH:32]=[C:33]([CH2:37][N:38]3[CH2:43][CH2:42][N:41](C(OC(C)(C)C)=O)[C@@H:40]([CH3:51])[CH2:39]3)[CH:34]=[CH:35][CH:36]=2)=[CH:28][CH:27]=1.C(Cl)CCl.C1C=CC2N(O)N=NC=2C=1.C([O-])([O-])=O.[Na+].[Na+].C(O)(C(F)(F)F)=O. The catalyst is C(Cl)(Cl)Cl. The product is [CH3:51][C@@H:40]1[NH:41][CH2:42][CH2:43][N:38]([CH2:37][C:33]2[CH:32]=[C:31]([C:29]3[S:30][C:26]([CH2:25][NH:24][C:18](=[O:20])[C:17]4[CH:21]=[CH:22][CH:23]=[C:15]([CH2:14][CH:11]5[CH2:10][CH2:9][NH:8][CH2:13][CH2:12]5)[CH:16]=4)=[CH:27][CH:28]=3)[CH:36]=[CH:35][CH:34]=2)[CH2:39]1. The yield is 0.500. (5) The reactants are [C:1]([C:3]1[CH:4]=[C:5]([NH:10][C:11]2[C:12]3[CH:20]=[C:19](F)[N:18]=[CH:17][C:13]=3[N:14]=[CH:15][N:16]=2)[CH:6]=[CH:7][C:8]=1[F:9])#[CH:2].[CH3:22][O:23][C:24]1[CH:31]=[CH:30][C:27]([CH2:28][NH2:29])=[CH:26][CH:25]=1. The catalyst is CS(C)=O. The product is [C:1]([C:3]1[CH:4]=[C:5]([NH:10][C:11]2[C:12]3[CH:20]=[C:19]([NH:29][CH2:28][C:27]4[CH:30]=[CH:31][C:24]([O:23][CH3:22])=[CH:25][CH:26]=4)[N:18]=[CH:17][C:13]=3[N:14]=[CH:15][N:16]=2)[CH:6]=[CH:7][C:8]=1[F:9])#[CH:2]. The yield is 0.280. (6) The reactants are [C:1]([N:9]1[CH2:14][CH2:13][C:12]([CH2:16][NH2:17])([F:15])[CH2:11][CH2:10]1)(=[O:8])[C:2]1[CH:7]=[CH:6][CH:5]=[CH:4][CH:3]=1.[C:18](O[C:18]([O:20][C:21]([CH3:24])([CH3:23])[CH3:22])=[O:19])([O:20][C:21]([CH3:24])([CH3:23])[CH3:22])=[O:19]. The catalyst is CO. The product is [C:1]([N:9]1[CH2:10][CH2:11][C:12]([CH2:16][NH:17][C:18]([O:20][C:21]([CH3:24])([CH3:23])[CH3:22])=[O:19])([F:15])[CH2:13][CH2:14]1)(=[O:8])[C:2]1[CH:7]=[CH:6][CH:5]=[CH:4][CH:3]=1. The yield is 0.890.